This data is from NCI-60 drug combinations with 297,098 pairs across 59 cell lines. The task is: Regression. Given two drug SMILES strings and cell line genomic features, predict the synergy score measuring deviation from expected non-interaction effect. (1) Drug 1: CC1=C(C(=O)C2=C(C1=O)N3CC4C(C3(C2COC(=O)N)OC)N4)N. Drug 2: CC1C(C(CC(O1)OC2CC(CC3=C2C(=C4C(=C3O)C(=O)C5=CC=CC=C5C4=O)O)(C(=O)C)O)N)O. Cell line: A498. Synergy scores: CSS=75.8, Synergy_ZIP=-5.85, Synergy_Bliss=-4.16, Synergy_Loewe=1.28, Synergy_HSA=1.99. (2) Drug 1: C(=O)(N)NO. Drug 2: C1=NC2=C(N=C(N=C2N1C3C(C(C(O3)CO)O)F)Cl)N. Cell line: HL-60(TB). Synergy scores: CSS=41.5, Synergy_ZIP=-6.91, Synergy_Bliss=-0.0294, Synergy_Loewe=-33.6, Synergy_HSA=-1.83. (3) Drug 1: CCC1=CC2CC(C3=C(CN(C2)C1)C4=CC=CC=C4N3)(C5=C(C=C6C(=C5)C78CCN9C7C(C=CC9)(C(C(C8N6C)(C(=O)OC)O)OC(=O)C)CC)OC)C(=O)OC.C(C(C(=O)O)O)(C(=O)O)O. Drug 2: CC=C1C(=O)NC(C(=O)OC2CC(=O)NC(C(=O)NC(CSSCCC=C2)C(=O)N1)C(C)C)C(C)C. Cell line: BT-549. Synergy scores: CSS=70.2, Synergy_ZIP=5.93, Synergy_Bliss=7.10, Synergy_Loewe=6.97, Synergy_HSA=10.5. (4) Drug 1: C(CN)CNCCSP(=O)(O)O. Drug 2: CC1CCCC2(C(O2)CC(NC(=O)CC(C(C(=O)C(C1O)C)(C)C)O)C(=CC3=CSC(=N3)C)C)C. Cell line: UO-31. Synergy scores: CSS=31.0, Synergy_ZIP=-9.00, Synergy_Bliss=-0.118, Synergy_Loewe=-65.0, Synergy_HSA=-1.77. (5) Drug 1: C1=NC(=NC(=O)N1C2C(C(C(O2)CO)O)O)N. Drug 2: CCN(CC)CCNC(=O)C1=C(NC(=C1C)C=C2C3=C(C=CC(=C3)F)NC2=O)C. Cell line: SW-620. Synergy scores: CSS=18.7, Synergy_ZIP=-7.05, Synergy_Bliss=3.32, Synergy_Loewe=-1.84, Synergy_HSA=3.58. (6) Synergy scores: CSS=34.6, Synergy_ZIP=-3.21, Synergy_Bliss=-7.24, Synergy_Loewe=-14.4, Synergy_HSA=-7.66. Cell line: IGROV1. Drug 1: COC1=C(C=C2C(=C1)N=CN=C2NC3=CC(=C(C=C3)F)Cl)OCCCN4CCOCC4. Drug 2: CC1=C(C=C(C=C1)C(=O)NC2=CC(=CC(=C2)C(F)(F)F)N3C=C(N=C3)C)NC4=NC=CC(=N4)C5=CN=CC=C5. (7) Drug 1: C1=NNC2=C1C(=O)NC=N2. Drug 2: CC(C)NC(=O)C1=CC=C(C=C1)CNNC.Cl. Cell line: SF-295. Synergy scores: CSS=1.81, Synergy_ZIP=0.661, Synergy_Bliss=0.963, Synergy_Loewe=-2.66, Synergy_HSA=-1.78.